This data is from TCR-epitope binding with 47,182 pairs between 192 epitopes and 23,139 TCRs. The task is: Binary Classification. Given a T-cell receptor sequence (or CDR3 region) and an epitope sequence, predict whether binding occurs between them. (1) The epitope is MLNIPSINV. The TCR CDR3 sequence is CAWTVGNTEAFF. Result: 1 (the TCR binds to the epitope). (2) The epitope is ELAGIGILTV. The TCR CDR3 sequence is CASSGGDTQYF. Result: 1 (the TCR binds to the epitope). (3) The epitope is LPPIVAKEI. The TCR CDR3 sequence is CASSLTGGQETQYF. Result: 0 (the TCR does not bind to the epitope). (4) The epitope is SLFNTVATLY. The TCR CDR3 sequence is CASSFGTPEFF. Result: 0 (the TCR does not bind to the epitope). (5) The epitope is GVAMPNLYK. The TCR CDR3 sequence is CASSPGQGTDTQYF. Result: 0 (the TCR does not bind to the epitope). (6) The epitope is LLLGIGILV. The TCR CDR3 sequence is CASSRTGSEAFF. Result: 1 (the TCR binds to the epitope). (7) The epitope is PKYVKQNTLKLAT. The TCR CDR3 sequence is CSVAGTGSNQPQHF. Result: 1 (the TCR binds to the epitope). (8) The epitope is LEPLVDLPI. The TCR CDR3 sequence is CASSRNWLNNEQFF. Result: 1 (the TCR binds to the epitope). (9) The TCR CDR3 sequence is CASSLSSVRTEAFF. Result: 0 (the TCR does not bind to the epitope). The epitope is KLMNIQQKL.